The task is: Regression. Given a peptide amino acid sequence and an MHC pseudo amino acid sequence, predict their binding affinity value. This is MHC class I binding data.. This data is from Peptide-MHC class I binding affinity with 185,985 pairs from IEDB/IMGT. (1) The peptide sequence is DYKECEWPL. The MHC is HLA-A02:01 with pseudo-sequence HLA-A02:01. The binding affinity (normalized) is 0.0847. (2) The peptide sequence is GPASLPTAL. The MHC is HLA-B27:05 with pseudo-sequence HLA-B27:05. The binding affinity (normalized) is 0.0847. (3) The peptide sequence is QLSPFPFDL. The MHC is H-2-Lq with pseudo-sequence YESYYRIIAGQWFVNTLYIRYEYYTWAAYAYEWY. The binding affinity (normalized) is 0.674. (4) The peptide sequence is QVQMLINTY. The MHC is HLA-A02:06 with pseudo-sequence HLA-A02:06. The binding affinity (normalized) is 0.0847. (5) The binding affinity (normalized) is 0.372. The MHC is HLA-B40:01 with pseudo-sequence HLA-B40:01. The peptide sequence is KELSPRWYF. (6) The peptide sequence is VHTQKKDLY. The MHC is HLA-B40:01 with pseudo-sequence HLA-B40:01. The binding affinity (normalized) is 0.0847. (7) The peptide sequence is STDDCFANK. The MHC is HLA-A03:01 with pseudo-sequence HLA-A03:01. The binding affinity (normalized) is 0.381. (8) The MHC is HLA-A02:02 with pseudo-sequence HLA-A02:02. The peptide sequence is EILSNTTKTL. The binding affinity (normalized) is 0.460.